From a dataset of Catalyst prediction with 721,799 reactions and 888 catalyst types from USPTO. Predict which catalyst facilitates the given reaction. (1) Reactant: [CH3:1][C:2]12[CH:7]([C:8]([O:10][CH2:11][CH3:12])=[O:9])[C:6]1([CH3:13])[CH2:5][N:4]=[N:3]2.CC[O-].[Na+]. Product: [CH3:1][C:2]1[CH:7]([C:8]([O:10][CH2:11][CH3:12])=[O:9])[C:6]([CH3:13])=[CH:5][NH:4][N:3]=1. The catalyst class is: 8. (2) Reactant: [NH2:1][C:2]1[CH:3]=[C:4]([CH2:8][CH2:9][C:10]([O:12][C:13]([CH3:16])([CH3:15])[CH3:14])=[O:11])[CH:5]=[CH:6][CH:7]=1.[F:17][C:18]([F:44])([F:43])[CH:19]([CH3:42])[CH:20]([C:24]1[CH:29]=[CH:28][C:27]([CH2:30][N:31]2[CH2:39][C:38]3[C:33](=[CH:34][CH:35]=[CH:36][C:37]=3[F:40])[C:32]2=[O:41])=[CH:26][CH:25]=1)[C:21](O)=[O:22].O.ON1C2C=CC=CC=2N=N1.CCN(C(C)C)C(C)C.CN(C(ON1N=NC2C=CC=NC1=2)=[N+](C)C)C.F[P-](F)(F)(F)(F)F. Product: [F:44][C:18]([F:17])([F:43])[CH:19]([CH3:42])[CH:20]([C:24]1[CH:25]=[CH:26][C:27]([CH2:30][N:31]2[CH2:39][C:38]3[C:33](=[CH:34][CH:35]=[CH:36][C:37]=3[F:40])[C:32]2=[O:41])=[CH:28][CH:29]=1)[C:21]([NH:1][C:2]1[CH:3]=[C:4]([CH2:8][CH2:9][C:10]([O:12][C:13]([CH3:16])([CH3:15])[CH3:14])=[O:11])[CH:5]=[CH:6][CH:7]=1)=[O:22]. The catalyst class is: 18. (3) Reactant: [Cl:1][C:2]1[C:3]([C:8]2[CH:9]=[C:10]3[C:14](=[C:15]([O:17][CH2:18][CH2:19][C:20]4[CH:25]=[CH:24][CH:23]=[CH:22][N:21]=4)[CH:16]=2)[NH:13][N:12]=[C:11]3[N:26]2[C:34](=[O:35])[C:33]3[C:28](=[CH:29][CH:30]=[CH:31][CH:32]=3)[C:27]2=[O:36])=[N:4][CH:5]=[CH:6][CH:7]=1.CN(C)C=O.[H-].[Na+].[CH3:44][O:45][CH2:46]Cl. Product: [Cl:1][C:2]1[C:3]([C:8]2[CH:9]=[C:10]3[C:14](=[C:15]([O:17][CH2:18][CH2:19][C:20]4[CH:25]=[CH:24][CH:23]=[CH:22][N:21]=4)[CH:16]=2)[N:13]([CH2:44][O:45][CH3:46])[N:12]=[C:11]3[N:26]2[C:27](=[O:36])[C:28]3[C:33](=[CH:32][CH:31]=[CH:30][CH:29]=3)[C:34]2=[O:35])=[N:4][CH:5]=[CH:6][CH:7]=1. The catalyst class is: 6. (4) Reactant: [CH2:1]([CH:4]1[CH2:8][N:7]([CH2:9][C:10]2[CH:11]=[C:12]3[CH:18]=[CH:17][N:16]([Si](C(C)C)(C(C)C)C(C)C)[C:13]3=[N:14][CH:15]=2)[C:6](=[O:29])[CH2:5]1)[CH2:2][CH3:3].[F-].C([N+](CCCC)(CCCC)CCCC)CCC.CCOCC.O. Product: [CH2:1]([CH:4]1[CH2:8][N:7]([CH2:9][C:10]2[CH:11]=[C:12]3[CH:18]=[CH:17][NH:16][C:13]3=[N:14][CH:15]=2)[C:6](=[O:29])[CH2:5]1)[CH2:2][CH3:3]. The catalyst class is: 1. (5) Reactant: Br[C:2]1[S:10][C:9]2[C:8](=[O:11])[NH:7][C:6]3([CH2:15][CH2:14][CH2:13][CH2:12]3)[NH:5][C:4]=2[CH:3]=1.CC1(C)C(C)(C)OB([C:24]2[CH:25]=[N:26][NH:27][CH:28]=2)O1.C(=O)([O-])[O-].[Na+].[Na+]. Product: [NH:26]1[CH:25]=[C:24]([C:2]2[S:10][C:9]3[C:8](=[O:11])[NH:7][C:6]4([CH2:15][CH2:14][CH2:13][CH2:12]4)[NH:5][C:4]=3[CH:3]=2)[CH:28]=[N:27]1. The catalyst class is: 12.